From a dataset of Forward reaction prediction with 1.9M reactions from USPTO patents (1976-2016). Predict the product of the given reaction. (1) Given the reactants [N+:1]([C:4]1[CH:5]=[C:6]([CH:10]=[C:11]([C:13]2[O:14][C:15]3[C:16]([N:21]=2)=[N:17][CH:18]=[CH:19][CH:20]=3)[CH:12]=1)[C:7](O)=[O:8])([O-:3])=[O:2].CN1CCOCC1.ClC(OCC(C)C)=O.[BH4-].[Na+], predict the reaction product. The product is: [N+:1]([C:4]1[CH:5]=[C:6]([CH2:7][OH:8])[CH:10]=[C:11]([C:13]2[O:14][C:15]3[C:16]([N:21]=2)=[N:17][CH:18]=[CH:19][CH:20]=3)[CH:12]=1)([O-:3])=[O:2]. (2) Given the reactants Br[C:2]1[N:6]=[CH:5][N:4]([C:7]2[CH:12]=[CH:11][C:10]([O:13][C:14]([F:17])([F:16])[F:15])=[CH:9][CH:8]=2)[N:3]=1.CC1(C)C(C)(C)OB([C:26]2[CH:27]=[C:28]3[C:33](=[CH:34][CH:35]=2)[CH2:32][CH:31]([NH:36][C:37](=[O:46])[O:38][CH2:39][C:40]2[CH:45]=[CH:44][CH:43]=[CH:42][CH:41]=2)[CH2:30][CH2:29]3)O1.P([O-])([O-])([O-])=O.[K+].[K+].[K+], predict the reaction product. The product is: [F:15][C:14]([F:17])([F:16])[O:13][C:10]1[CH:11]=[CH:12][C:7]([N:4]2[CH:5]=[N:6][C:2]([C:26]3[CH:27]=[C:28]4[C:33](=[CH:34][CH:35]=3)[CH2:32][CH:31]([NH:36][C:37](=[O:46])[O:38][CH2:39][C:40]3[CH:45]=[CH:44][CH:43]=[CH:42][CH:41]=3)[CH2:30][CH2:29]4)=[N:3]2)=[CH:8][CH:9]=1. (3) Given the reactants [NH2:1][C:2]1[CH:3]=[C:4]([NH:8][C:9](=[O:11])[CH3:10])[CH:5]=[CH:6][CH:7]=1.Br[CH:13]([C:19]1[CH:24]=[CH:23][CH:22]=[CH:21][CH:20]=1)[C:14]([O:16][CH2:17][CH3:18])=[O:15].CCN(C(C)C)C(C)C, predict the reaction product. The product is: [CH2:17]([O:16][C:14](=[O:15])[CH:13]([NH:1][C:2]1[CH:7]=[CH:6][CH:5]=[C:4]([NH:8][C:9](=[O:11])[CH3:10])[CH:3]=1)[C:19]1[CH:24]=[CH:23][CH:22]=[CH:21][CH:20]=1)[CH3:18].